Dataset: Forward reaction prediction with 1.9M reactions from USPTO patents (1976-2016). Task: Predict the product of the given reaction. (1) The product is: [F:26][C:25]([F:28])([F:27])[C:23]([NH:1][C@@H:2]([CH3:15])[CH2:3][O:4][C:5]1[CH:14]=[CH:13][C:8]([C:9]([O:11][CH3:12])=[O:10])=[CH:7][CH:6]=1)=[O:24]. Given the reactants [NH2:1][C@@H:2]([CH3:15])[CH2:3][O:4][C:5]1[CH:14]=[CH:13][C:8]([C:9]([O:11][CH3:12])=[O:10])=[CH:7][CH:6]=1.CCN(CC)CC.[C:23](O[C:23]([C:25]([F:28])([F:27])[F:26])=[O:24])([C:25]([F:28])([F:27])[F:26])=[O:24], predict the reaction product. (2) Given the reactants [CH3:1][C:2]1[N:7]=[C:6]([SH:8])[N:5]=[C:4]([OH:9])[CH:3]=1.C(=O)([O-])[O-].[K+].[K+].Br[CH2:17][C:18]1[C:19]([CH:25]([CH3:27])[CH3:26])=[N:20][CH:21]=[CH:22][C:23]=1[Cl:24], predict the reaction product. The product is: [Cl:24][C:23]1[CH:22]=[CH:21][N:20]=[C:19]([CH:25]([CH3:26])[CH3:27])[C:18]=1[CH2:17][S:8][C:6]1[N:5]=[C:4]([OH:9])[CH:3]=[C:2]([CH3:1])[N:7]=1. (3) Given the reactants [C:1]([C:3]1[CH:4]=[N:5][CH:6]=[CH:7][CH:8]=1)#[N:2].[F:9][C:10]1[CH:16]=[CH:15][C:13]([NH2:14])=[CH:12][CH:11]=1, predict the reaction product. The product is: [F:9][C:10]1[CH:16]=[CH:15][C:13]([NH:14][C:1]([C:3]2[CH:4]=[N:5][CH:6]=[CH:7][CH:8]=2)=[NH:2])=[CH:12][CH:11]=1. (4) Given the reactants [F:1][C:2]([F:24])([F:23])[C:3]1[CH:18]=[C:17]([C:19]([F:22])([F:21])[F:20])[CH:16]=[CH:15][C:4]=1[CH2:5][N:6]1[CH2:12][CH2:11][CH2:10][CH:9]([CH:13]=O)[CH2:8][CH2:7]1.[OH:25][C:26]([CH3:36])([CH3:35])[CH2:27][NH:28][C:29]1[CH2:33][S:32][C:31](=[O:34])[N:30]=1.C([O-])(=O)C.[NH2+]1CCCCC1, predict the reaction product. The product is: [F:24][C:2]([F:1])([F:23])[C:3]1[CH:18]=[C:17]([C:19]([F:22])([F:21])[F:20])[CH:16]=[CH:15][C:4]=1[CH2:5][N:6]1[CH2:12][CH2:11][CH2:10][CH:9](/[CH:13]=[C:33]2/[C:29]([NH:28][CH2:27][C:26]([OH:25])([CH3:36])[CH3:35])=[N:30][C:31](=[O:34])[S:32]/2)[CH2:8][CH2:7]1. (5) Given the reactants [Cl:1][C:2]1[N:7]=[C:6](Cl)[C:5]([N+:9]([O-:11])=[O:10])=[CH:4][N:3]=1.C(N(CC)CC)C.[NH2:19][C@H:20]([C:23]1[CH:28]=[CH:27][C:26]([F:29])=[CH:25][CH:24]=1)[CH2:21][OH:22], predict the reaction product. The product is: [Cl:1][C:2]1[N:7]=[C:6]([NH:19][C@H:20]([C:23]2[CH:28]=[CH:27][C:26]([F:29])=[CH:25][CH:24]=2)[CH2:21][OH:22])[C:5]([N+:9]([O-:11])=[O:10])=[CH:4][N:3]=1.